This data is from CYP1A2 inhibition data for predicting drug metabolism from PubChem BioAssay. The task is: Regression/Classification. Given a drug SMILES string, predict its absorption, distribution, metabolism, or excretion properties. Task type varies by dataset: regression for continuous measurements (e.g., permeability, clearance, half-life) or binary classification for categorical outcomes (e.g., BBB penetration, CYP inhibition). Dataset: cyp1a2_veith. (1) The molecule is Cc1ccc(-c2ccc(/C=N\NC(=O)c3cc4c(ccc5ccccc54)o3)o2)cc1[N+](=O)[O-]. The result is 1 (inhibitor). (2) The drug is Cc1ccc(-c2nc3ccccc3[nH]2)cc1NC(=O)c1ccc2c(c1)OCO2. The result is 1 (inhibitor). (3) The drug is CCOc1ccc(NC(=O)N2CCC(c3ccc(C)cc3)C2)cc1. The result is 0 (non-inhibitor).